Dataset: Catalyst prediction with 721,799 reactions and 888 catalyst types from USPTO. Task: Predict which catalyst facilitates the given reaction. (1) Reactant: [Cl:1][C:2]1[CH:3]=[CH:4][C:5]([C:8]([F:27])([F:26])[CH2:9][N:10]2[CH2:15][CH2:14][CH:13]([NH:16][C:17]3[C:18]4[CH:25]=[CH:24][NH:23][C:19]=4[N:20]=[CH:21][N:22]=3)[CH2:12][CH2:11]2)=[N:6][CH:7]=1.Cl.CO. Product: [ClH:1].[Cl:1][C:2]1[CH:3]=[CH:4][C:5]([C:8]([F:27])([F:26])[CH2:9][N:10]2[CH2:11][CH2:12][CH:13]([NH:16][C:17]3[C:18]4[CH:25]=[CH:24][NH:23][C:19]=4[N:20]=[CH:21][N:22]=3)[CH2:14][CH2:15]2)=[N:6][CH:7]=1. The catalyst class is: 5. (2) Reactant: [NH4+].[OH-].C([N:6](C(C)C)CC)(C)C.[Cl:12][C:13]1[N:14]=[N:15][C:16]([Cl:22])=[CH:17][C:18]=1[C:19](Cl)=[O:20]. Product: [Cl:12][C:13]1[N:14]=[N:15][C:16]([Cl:22])=[CH:17][C:18]=1[C:19]([NH2:6])=[O:20]. The catalyst class is: 230. (3) Reactant: [NH2:1][C:2]1[C:11]2[C:6](=[C:7](Br)[CH:8]=[CH:9][CH:10]=2)[N:5]=[N:4][C:3]=1[C:13]([NH:15][CH2:16][CH2:17][CH3:18])=[O:14].[F:19][C:20]1[CH:21]=[C:22](B(O)O)[CH:23]=[C:24]([F:26])[CH:25]=1. Product: [NH2:1][C:2]1[C:11]2[C:6](=[C:7]([C:22]3[CH:21]=[C:20]([F:19])[CH:25]=[C:24]([F:26])[CH:23]=3)[CH:8]=[CH:9][CH:10]=2)[N:5]=[N:4][C:3]=1[C:13]([NH:15][CH2:16][CH2:17][CH3:18])=[O:14]. The catalyst class is: 235. (4) Reactant: [Cl:1][C:2]1[CH:3]=[C:4]2[CH:10]=[CH:9][NH:8][C:5]2=[N:6][CH:7]=1.[OH-].[K+].[CH2:13]([O:20][C:21](=[O:33])[NH:22][C:23]1[CH:28]=[CH:27][C:26]([F:29])=[C:25]([CH:30]=[O:31])[C:24]=1[F:32])[C:14]1[CH:19]=[CH:18][CH:17]=[CH:16][CH:15]=1.Cl. Product: [CH2:13]([O:20][C:21](=[O:33])[NH:22][C:23]1[CH:28]=[CH:27][C:26]([F:29])=[C:25]([CH:30]([C:10]2[C:4]3[C:5](=[N:6][CH:7]=[C:2]([Cl:1])[CH:3]=3)[NH:8][CH:9]=2)[OH:31])[C:24]=1[F:32])[C:14]1[CH:19]=[CH:18][CH:17]=[CH:16][CH:15]=1. The catalyst class is: 5. (5) Reactant: [Br:1][C:2]1[C:3]([C:8](N(OC)C)=[O:9])=[N:4][N:5]([CH3:7])[CH:6]=1.[Cl:14][C:15]1[CH:20]=[CH:19][C:18]([Mg]Br)=[CH:17][CH:16]=1. Product: [Br:1][C:2]1[C:3]([C:8]([C:18]2[CH:19]=[CH:20][C:15]([Cl:14])=[CH:16][CH:17]=2)=[O:9])=[N:4][N:5]([CH3:7])[CH:6]=1. The catalyst class is: 7.